This data is from Forward reaction prediction with 1.9M reactions from USPTO patents (1976-2016). The task is: Predict the product of the given reaction. (1) Given the reactants [ClH:1].[CH3:2][N:3]([CH3:61])[CH:4]1[CH2:9][CH2:8][CH:7]([NH:10][C:11]([C:13]2[CH:18]=[CH:17][C:16]([C:19]3[CH:24]=[CH:23][CH:22]=[C:21]([CH2:25][C@H:26]([NH:42][C:43]([C@H:45]4[CH2:50][CH2:49][C@H:48]([CH2:51][NH:52]C(=O)OC(C)(C)C)[CH2:47][CH2:46]4)=[O:44])[C:27]([NH:29][C:30]4[CH:35]=[CH:34][C:33]([C:36]5[NH:40][N:39]=[N:38][N:37]=5)=[C:32]([F:41])[CH:31]=4)=[O:28])[CH:20]=3)=[C:15]([CH3:60])[CH:14]=2)=[O:12])[CH2:6][CH2:5]1, predict the reaction product. The product is: [ClH:1].[NH2:52][CH2:51][C@H:48]1[CH2:49][CH2:50][C@H:45]([C:43]([NH:42][C@H:26]([C:27]([NH:29][C:30]2[CH:35]=[CH:34][C:33]([C:36]3[NH:40][N:39]=[N:38][N:37]=3)=[C:32]([F:41])[CH:31]=2)=[O:28])[CH2:25][C:21]2[CH:20]=[C:19]([C:16]3[CH:17]=[CH:18][C:13]([C:11]([NH:10][CH:7]4[CH2:6][CH2:5][CH:4]([N:3]([CH3:61])[CH3:2])[CH2:9][CH2:8]4)=[O:12])=[CH:14][C:15]=3[CH3:60])[CH:24]=[CH:23][CH:22]=2)=[O:44])[CH2:46][CH2:47]1. (2) Given the reactants [H-].[Na+].[CH2:3]1[C:9]2[CH:10]=[CH:11][CH2:12][CH2:13][C:8]=2[CH2:7][CH2:6][NH:5][C:4]1=[O:14].[CH3:15]I, predict the reaction product. The product is: [CH3:15][N:5]1[C:4](=[O:14])[CH2:3][C:9]2[CH:10]=[CH:11][CH2:12][CH2:13][C:8]=2[CH2:7][CH2:6]1.